From a dataset of Experimentally validated miRNA-target interactions with 360,000+ pairs, plus equal number of negative samples. Binary Classification. Given a miRNA mature sequence and a target amino acid sequence, predict their likelihood of interaction. (1) The miRNA is hsa-miR-6808-5p with sequence CAGGCAGGGAGGUGGGACCAUG. The protein sequence of the target gene is MSHARDDHQGASQGSQWLSQARTLVQEGTLFNFIRCLLLFQGDSGQKEMTPGKKIPIFVDGVVLNGPQTDVKAGEKFVEEACRLIMEEVVLKATDVNEKVCEWQPPEQLRQLLDLEMRDTGESQDKLLKLCQDVIHFSVKTNHPRFFNQLYAGLDYYSLAARIITEALNPSIYTYEVSPVFLLVEEAVLKKMIECVGWKEGDGIFNPGGSVSNMCAMNLARYRHCPDIKEKGLSGLPRLILFTSAECHYSMKKAASFLGIGTQNVYFVETDGRGKMIPEDLEKQIWQARQEGAVPFLVCA.... Result: 0 (no interaction). (2) The miRNA is mmu-miR-671-3p with sequence UCCGGUUCUCAGGGCUCCACC. The protein sequence of the target gene is MAAAPLKVCIVGSGNWGSAVAKIIGNNVKKLQKFASTVKMWVFEETVNGRKLTDIINNDHENVKYLPGHKLPENVVAMSNLSEAVQDADLLVFVIPHQFIHRICDEITGRVPKKALGITLIKGIDEGPEGLKLISDIIREKMGIDISVLMGANIANEVAAEKFCETTIGSKVMENGLLFKELLQTPNFRITVVDDADTVELCGALKNIVAVGAGFCDGLRCGDNTKAAVIRLGLMEMIAFARIFCKGQVSTATFLESCGVADLITTCYGGRNRRVAEAFARTGKTIEELEKEMLNGQKLQ.... Result: 0 (no interaction). (3) The miRNA is hsa-miR-454-3p with sequence UAGUGCAAUAUUGCUUAUAGGGU. The protein sequence of the target gene is MAGTRWVLGALLRGCGCNCSSCRRTGAACLPFYSAAGSIPSGVSGRRRLLLLLGAAAAAASQTRGLQTGPVPPGRLAGPPAVATSAAAAAAASYSALRASLLPQSLAAAAAVPTRSYSQESKTTYLEDLPPPPEYELAPSKLEEEVDDVFLIRAQGLPWSCTMEDVLNFFSDCRIRNGENGIHFLLNRDGKRRGDALIEMESEQDVQKALEKHRMYMGQRYVEVYEINNEDVDALMKSLQVKSSPVVNDGVVRLRGLPYSCNEKDIVDFFAGLNIVDITFVMDYRGRRKTGEAYVQFEEP.... Result: 1 (interaction). (4) The miRNA is hsa-miR-652-3p with sequence AAUGGCGCCACUAGGGUUGUG. The protein sequence of the target gene is MEGPLSVFGDRSTGETIRSQNVMAAASIANIVKSSLGPVGLDKMLVDDIGDVTITNDGATILKLLEVEHPAAKVLCELADLQDKEVGDGTTSVVIIAAELLKNADELVKQKIHPTSVISGYRLACKEAVRYINENLIVNTDELGRDCLINAAKTSMSSKIIGINGDFFANMVVDAVLAIKYTDIRGQPRYPVNSVNILKAHGRSQMESMLISGYALNCVVGSQGMPKRIVNAKIACLDFSLQKTKMKLGVQVVITDPEKLDQIRQRESDITKERIQKILATGANVILTTGGIDDMCLKYF.... Result: 1 (interaction). (5) The miRNA is hsa-miR-181c-3p with sequence AACCAUCGACCGUUGAGUGGAC. The protein sequence of the target gene is MNRSANPEAASSTSHVKFDLGKSVDISSTDTKDGGTARSPLEPADKSDTTESKSESGSDSRSEEDKESPASIKEIKAETPQPKDRPGVQIKLSWSQKIKSWTAKKKRKLYQLVIDIIMMNRVCKMFRQGLRGFREYQIIEPVHKKHPDFSFWDKKKQGRISFVTEDFAAQEGHFPPRAISITQKKPSWRTHQEIQDLCNILQALDCYRSYTESLQLLLAKVIRFERFGRRRVIVKKGQMGNSFYFIYLGTVAITEDEDGSSAFLDPHPTLLHRGGSFGEMGLLSTTVRSATVVCMEETEF.... Result: 0 (no interaction). (6) The miRNA is mmu-miR-541-5p with sequence AAGGGAUUCUGAUGUUGGUCACACU. The protein sequence of the target gene is MSLVDLGKRLLEAARKGQDDEVRTLMANGAPFTTDWLGTSPLHLAAQYGHYSTAEVLLRAGVSRDARTKVDRTPLHMAAADGHVHIVELLVRSGADVNAKDMLQMTALHWATEHHHRDVVELLIKYGADVYAFSKFDKSAFDIAMEKNNTEILVMLQEAMQNQVNTNHERANPVANPVTVTAPFIFTSGEVINLASFVSSANTKATSAHLEEMEEGNSLDSSTQQVVGSGGQRVITIVTDGVPLGNIQTSLPAGGIGQPFIVTMQDGQQVLTVPAGQVAEETIIEDEEEEEEKLPLVKRP.... Result: 1 (interaction). (7) The miRNA is mmu-miR-449a-5p with sequence UGGCAGUGUAUUGUUAGCUGGU. Result: 0 (no interaction). The protein sequence of the target gene is MATQVMGQSSGGGSLFNNSANMGMALTNDMYDLHELSKAELAAPQLIMLANVALTGEASGSCCDYLVGEERQMAELMPVGDNHFSESEGEGLEESADLKGLENMELGSLELSAVEPQPVFEASAAPEIYSANKDPAPETPVAEDKCRSSKAKPFRCKPCQYEAESEEQFVHHIRIHSAKKFFVEESAEKQAKAWESGSSPAEEGEFSKGPIRCDRCGYNTNRYDHYMAHLKHHLRAGENERIYKCIICTYTTVSEYHWRKHLRNHFPRKVYTCSKCNYFSDRKNNYVQHVRTHTGERPYK.... (8) The miRNA is mmu-miR-3473b with sequence GGGCUGGAGAGAUGGCUCAG. The protein sequence of the target gene is MDAFSGSGLKRKFDDVDVGSSVSNSDDEMSSSDSADSCDSLNPPTTASFTPTSILKRQKQLRRKNVRFDQVTVYYFARRQGFTSVPSQGGSSLGMAQRHNSVRSYTLCEFAQEQEVNHREILREHLKEEKLHAKKMKLTKNGTVESVEADGLTLDDVSDEDIDVENVEVDDYFFLQPLPTKRRRALLRASGVHRIDAEEKQELRAIRLSREECGCDCRLYCDPEACACSQAGIKCQVDRMSFPCGCSRDGCGNMAGRIEFNPIRVRTHYLHTIMKLELESKRQVSRPAAEEEPLPGAQSS.... Result: 0 (no interaction). (9) The miRNA is hsa-miR-6785-3p with sequence ACAUCGCCCCACCUUCCCCAG. The protein sequence of the target gene is MFKRMAEFGPDSGGRVKGVTIVKPIVYGNVARYFGKKREEDGHTHQWTVYVKPYRNEDMSAYVKKIQFKLHESYGNPLRVVTKPPYEITETGWGEFEIIIKIFFIDPNERPVTLYHLLKLFQSDTNAMLGKKTVVSEFYDEMIFQDPTAMMQQLLTTSRQLTLGAYKHETEFAELEVKTREKLEAAKKKTSFEIAELKERLKASRETINCLKNEIRKLEEDDQAKDI. Result: 0 (no interaction).